Dataset: Reaction yield outcomes from USPTO patents with 853,638 reactions. Task: Predict the reaction yield, written as a fraction of the theoretical maximum amount of product (1.0 means a 100% yield; for example, 0.34 means a 34% yield). (1) The reactants are Br[C:2]1[CH:3]=[N:4][CH:5]=[C:6]([Br:8])[CH:7]=1.[CH2:9]([OH:11])[CH3:10]. No catalyst specified. The product is [Br:8][C:6]1[CH:5]=[N:4][CH:3]=[C:2]([O:11][CH2:9][CH3:10])[CH:7]=1. The yield is 0.600. (2) The reactants are Cl[C:2]1[CH:7]=[C:6](Cl)[N:5]=[CH:4][N:3]=1.C[CH2:10][N:11](C(C)C)[CH:12](C)C.[NH2:18][C@@H:19]1[CH2:24][CH2:23][C@H:22]([NH:25][C:26](=[O:35])[C:27]2[CH:32]=[CH:31][C:30]([F:33])=[C:29]([F:34])[CH:28]=2)[CH2:21][CH2:20]1.CNC.[C:39]([OH:45])([C:41]([F:44])([F:43])[F:42])=[O:40]. The catalyst is CC(O)C. The product is [F:42][C:41]([F:44])([F:43])[C:39]([OH:45])=[O:40].[CH3:10][N:11]([CH3:12])[C:6]1[N:5]=[CH:4][N:3]=[C:2]([NH:18][C@@H:19]2[CH2:20][CH2:21][C@H:22]([NH:25][C:26](=[O:35])[C:27]3[CH:32]=[CH:31][C:30]([F:33])=[C:29]([F:34])[CH:28]=3)[CH2:23][CH2:24]2)[CH:7]=1. The yield is 0.240. (3) The reactants are [NH:1]1[CH2:6][CH2:5][NH:4][CH2:3][CH:2]1[C:7]([O:9][CH2:10][CH3:11])=[O:8].[Cl:12][C:13]1[CH:14]=[C:15]([N:20]=[C:21]=[O:22])[CH:16]=[C:17]([Cl:19])[CH:18]=1. The catalyst is C(Cl)(Cl)Cl. The product is [Cl:12][C:13]1[CH:14]=[C:15]([CH:16]=[C:17]([Cl:19])[CH:18]=1)[NH:20][C:21]([N:4]1[CH2:5][CH2:6][NH:1][CH:2]([C:7]([O:9][CH2:10][CH3:11])=[O:8])[CH2:3]1)=[O:22]. The yield is 0.270. (4) The reactants are [OH:1][Si:2]([CH3:13])([CH3:12])[C:3]1[CH:11]=[CH:10][C:6]([C:7]([OH:9])=O)=[CH:5][CH:4]=1.CCN=C=NCCCN(C)C.CCN(C(C)C)C(C)C.C1C=CC2N(O)N=NC=2C=1.[NH2:44][CH2:45][CH2:46][CH2:47][CH2:48][CH2:49][NH:50][C:51](=[O:77])[CH2:52][C@@H:53]1[N:59]=[C:58]([C:60]2[CH:65]=[CH:64][C:63]([Cl:66])=[CH:62][CH:61]=2)[C:57]2[CH:67]=[C:68]([O:71][CH3:72])[CH:69]=[CH:70][C:56]=2[N:55]2[C:73]([CH3:76])=[N:74][N:75]=[C:54]12. The catalyst is CN(C=O)C. The product is [Cl:66][C:63]1[CH:64]=[CH:65][C:60]([C:58]2[C:57]3[CH:67]=[C:68]([O:71][CH3:72])[CH:69]=[CH:70][C:56]=3[N:55]3[C:73]([CH3:76])=[N:74][N:75]=[C:54]3[C@H:53]([CH2:52][C:51]([NH:50][CH2:49][CH2:48][CH2:47][CH2:46][CH2:45][NH:44][C:7](=[O:9])[C:6]3[CH:5]=[CH:4][C:3]([Si:2]([OH:1])([CH3:13])[CH3:12])=[CH:11][CH:10]=3)=[O:77])[N:59]=2)=[CH:61][CH:62]=1. The yield is 0.0600. (5) The reactants are C[O:2][C:3]1(OC)[CH2:8][CH2:7][N:6]([C:9]2[CH:14]=[CH:13][C:12]([N:15]3[CH2:19][C@H:18]([CH2:20][CH2:21][C:22]([NH2:24])=[O:23])[O:17][C:16]3=[O:25])=[CH:11][C:10]=2[F:26])[CH2:5][CH:4]1[F:27].CSC.C(Cl)(=O)C. No catalyst specified. The product is [O:2]=[C:3]1[CH2:8][CH2:7][N:6]([C:9]2[CH:14]=[CH:13][C:12]([N:15]3[CH2:19][C@H:18]([CH2:20][CH2:21][C:22]([NH2:24])=[O:23])[O:17][C:16]3=[O:25])=[CH:11][C:10]=2[F:26])[CH2:5][CH:4]1[F:27]. The yield is 0.610. (6) The reactants are [Cl:1][C:2]1[N:3]=[C:4]([N:14]2[CH2:19][CH2:18][O:17][CH2:16][CH2:15]2)[C:5]2[S:10][C:9]([CH2:11][NH:12][CH3:13])=[CH:8][C:6]=2[N:7]=1.C(N(CC)CC)C.Cl.[CH3:28][N:29]([CH2:31][C:32](Cl)=[O:33])[CH3:30]. The catalyst is ClCCl. The product is [Cl:1][C:2]1[N:3]=[C:4]([N:14]2[CH2:19][CH2:18][O:17][CH2:16][CH2:15]2)[C:5]2[S:10][C:9]([CH2:11][N:12]([CH3:13])[C:32](=[O:33])[CH2:31][N:29]([CH3:30])[CH3:28])=[CH:8][C:6]=2[N:7]=1. The yield is 1.00.